This data is from Reaction yield outcomes from USPTO patents with 853,638 reactions. The task is: Predict the reaction yield, written as a fraction of the theoretical maximum amount of product (1.0 means a 100% yield; for example, 0.34 means a 34% yield). (1) The reactants are Cl.[CH3:2][O:3][C:4](=[O:30])[C@@H:5]([NH:8][C:9]([C:11]1[C:12]([CH3:29])=[N:13][C:14]([NH:18][CH2:19][CH2:20][CH2:21][C:22]2[CH:27]=[CH:26][CH:25]=[C:24]([OH:28])[CH:23]=2)=[N:15][C:16]=1[CH3:17])=[O:10])[CH2:6][NH2:7].Cl[C:32]([O:34][CH2:35][C:36]1[CH:41]=[CH:40][CH:39]=[CH:38][CH:37]=1)=[O:33].C(N(CC)CC)C.CN(C=O)C. The catalyst is [Cl-].[Na+].O. The product is [CH3:2][O:3][C:4](=[O:30])[C@@H:5]([NH:8][C:9]([C:11]1[C:12]([CH3:29])=[N:13][C:14]([NH:18][CH2:19][CH2:20][CH2:21][C:22]2[CH:27]=[CH:26][CH:25]=[C:24]([OH:28])[CH:23]=2)=[N:15][C:16]=1[CH3:17])=[O:10])[CH2:6][NH:7][C:32]([O:34][CH2:35][C:36]1[CH:41]=[CH:40][CH:39]=[CH:38][CH:37]=1)=[O:33]. The yield is 0.210. (2) The reactants are C([O:5][NH:6][C:7]([C:9]1[C:14]([NH:15][C:16]2[CH:21]=[CH:20][C:19]([Br:22])=[CH:18][C:17]=2[F:23])=[C:13]([F:24])[C:12](=[O:25])[N:11]([CH3:26])[CH:10]=1)=[O:8])(C)(C)C.C(O)(C(F)(F)F)=O. No catalyst specified. The product is [OH:5][NH:6][C:7]([C:9]1[C:14]([NH:15][C:16]2[CH:21]=[CH:20][C:19]([Br:22])=[CH:18][C:17]=2[F:23])=[C:13]([F:24])[C:12](=[O:25])[N:11]([CH3:26])[CH:10]=1)=[O:8]. The yield is 0.330. (3) The reactants are Br[C:2]1[N:7]=[C:6]([C:8]2[CH2:13][CH2:12][C:11]([CH3:15])([CH3:14])[CH2:10][CH:9]=2)[C:5]([NH:16][C:17]([C:19]2[N:20]([CH2:26][O:27][CH2:28][CH2:29][Si:30]([CH3:33])([CH3:32])[CH3:31])[CH:21]=[C:22]([C:24]#[N:25])[N:23]=2)=[O:18])=[CH:4][CH:3]=1.C([Sn](CCCC)(CCCC)[C:39]([O:41][CH2:42][CH3:43])=[CH2:40])CCC.CN(C=O)C. The catalyst is CCOC(C)=O.C1C=CC([P]([Pd]([P](C2C=CC=CC=2)(C2C=CC=CC=2)C2C=CC=CC=2)([P](C2C=CC=CC=2)(C2C=CC=CC=2)C2C=CC=CC=2)[P](C2C=CC=CC=2)(C2C=CC=CC=2)C2C=CC=CC=2)(C2C=CC=CC=2)C2C=CC=CC=2)=CC=1. The product is [CH3:14][C:11]1([CH3:15])[CH2:12][CH2:13][C:8]([C:6]2[C:5]([NH:16][C:17]([C:19]3[N:20]([CH2:26][O:27][CH2:28][CH2:29][Si:30]([CH3:33])([CH3:32])[CH3:31])[CH:21]=[C:22]([C:24]#[N:25])[N:23]=3)=[O:18])=[CH:4][CH:3]=[C:2]([C:39]([O:41][CH2:42][CH3:43])=[CH2:40])[N:7]=2)=[CH:9][CH2:10]1. The yield is 0.430. (4) The reactants are [CH:1]1([C:5]([OH:7])=[O:6])[CH2:4][CH2:3][CH2:2]1.OS(O)(=O)=O.O.[CH3:14][CH2:15]O. No catalyst specified. The product is [CH:1]1([C:5]([O:7][CH2:14][CH3:15])=[O:6])[CH2:4][CH2:3][CH2:2]1. The yield is 0.690. (5) The reactants are Br[C:2]1[C:6]2[N:7]=[C:8]([N:13]3[CH:17]=[C:16]([C:18]([O:20][CH2:21][CH3:22])=[O:19])[CH:15]=[N:14]3)[N:9]=[C:10]([O:11][CH3:12])[C:5]=2[N:4]([CH3:23])[N:3]=1.[C:24]1(B(O)O)[CH:29]=[CH:28][CH:27]=[CH:26][CH:25]=1.P([O-])([O-])([O-])=O.[K+].[K+].[K+].S([O-])([O-])(=O)=O.[Na+].[Na+]. The catalyst is O1CCOCC1. The product is [CH3:12][O:11][C:10]1[C:5]2[N:4]([CH3:23])[N:3]=[C:2]([C:24]3[CH:29]=[CH:28][CH:27]=[CH:26][CH:25]=3)[C:6]=2[N:7]=[C:8]([N:13]2[CH:17]=[C:16]([C:18]([O:20][CH2:21][CH3:22])=[O:19])[CH:15]=[N:14]2)[N:9]=1. The yield is 0.830. (6) The reactants are [Br:1][C:2]1[CH:3]=[CH:4][C:5]([N:8]2[CH:12]=[C:11]([CH2:13][CH2:14][CH2:15][OH:16])[C:10]([CH:17]([CH2:20][CH3:21])[CH2:18][CH3:19])=[N:9]2)=[N:6][CH:7]=1.[CH2:22]([C:24]1[C:25](O)=[C:26]([CH2:30][C:31]([O:33][CH3:34])=[O:32])[CH:27]=[CH:28][CH:29]=1)[CH3:23].C(P(CCCC)CCCC)CCC.N(C(N1CCCCC1)=O)=NC(N1CCCCC1)=O. The catalyst is O1CCCC1. The product is [Br:1][C:2]1[CH:3]=[CH:4][C:5]([N:8]2[CH:12]=[C:11]([CH2:13][CH2:14][CH2:15][O:16][C:25]3[C:24]([CH2:22][CH3:23])=[CH:29][CH:28]=[CH:27][C:26]=3[CH2:30][C:31]([O:33][CH3:34])=[O:32])[C:10]([CH:17]([CH2:20][CH3:21])[CH2:18][CH3:19])=[N:9]2)=[N:6][CH:7]=1. The yield is 0.470.